From a dataset of Full USPTO retrosynthesis dataset with 1.9M reactions from patents (1976-2016). Predict the reactants needed to synthesize the given product. (1) Given the product [CH3:1][C:2]1[CH2:7][CH2:6][CH2:5][C:4]([CH3:8])([CH3:9])[C:3]=1[CH2:10][CH2:11][CH2:12][CH2:13][CH2:14][CH2:15][CH2:16][CH2:17][C:18]([OH:20])=[O:19], predict the reactants needed to synthesize it. The reactants are: [CH3:1][C:2]1[CH2:7][CH2:6][CH2:5][C:4]([CH3:9])([CH3:8])[C:3]=1[CH2:10][CH2:11][CH2:12][CH2:13][CH2:14][CH2:15][CH2:16][CH2:17][C:18]([O:20]CC)=[O:19].[OH-].[K+].O. (2) Given the product [F:1][C:2]([F:33])([F:32])[C:3]1[CH:4]=[C:5]([CH:25]=[C:26]([C:28]([F:31])([F:30])[F:29])[CH:27]=1)[CH2:6][N:7]([CH3:24])[C:8](=[O:23])[C:9]1[C:14]([C:15]2[CH:20]=[CH:19][CH:18]=[CH:17][C:16]=2[CH3:21])=[CH:13][C:12]([C:46]#[C:45][Si:42]([CH3:44])([CH3:43])[CH3:41])=[N:11][CH:10]=1, predict the reactants needed to synthesize it. The reactants are: [F:1][C:2]([F:33])([F:32])[C:3]1[CH:4]=[C:5]([CH:25]=[C:26]([C:28]([F:31])([F:30])[F:29])[CH:27]=1)[CH2:6][N:7]([CH3:24])[C:8](=[O:23])[C:9]1[C:14]([C:15]2[CH:20]=[CH:19][CH:18]=[CH:17][C:16]=2[CH3:21])=[CH:13][C:12](I)=[N:11][CH:10]=1.C(N(CC)CC)C.[CH3:41][Si:42]([C:45]#[CH:46])([CH3:44])[CH3:43]. (3) The reactants are: C([O-])([O-])=O.[Na+].[Na+].Br[C:8]1[S:12][C:11]([CH3:13])=[N:10][C:9]=1[C:14]([OH:16])=[O:15].[CH3:17][O:18][C:19]1[CH:24]=[CH:23][C:22](B(O)O)=[CH:21][N:20]=1. Given the product [CH3:17][O:18][C:19]1[N:20]=[CH:21][C:22]([C:8]2[S:12][C:11]([CH3:13])=[N:10][C:9]=2[C:14]([OH:16])=[O:15])=[CH:23][CH:24]=1, predict the reactants needed to synthesize it.